From a dataset of Full USPTO retrosynthesis dataset with 1.9M reactions from patents (1976-2016). Predict the reactants needed to synthesize the given product. Given the product [C:22]([C:18]1([N:1]2[CH2:6][CH2:5][CH:4]([OH:7])[CH2:3][CH2:2]2)[CH2:19][CH2:20][N:15]([C:8]([O:10][C:11]([CH3:14])([CH3:13])[CH3:12])=[O:9])[CH2:16][CH2:17]1)#[N:23], predict the reactants needed to synthesize it. The reactants are: [NH:1]1[CH2:6][CH2:5][CH:4]([OH:7])[CH2:3][CH2:2]1.[C:8]([N:15]1[CH2:20][CH2:19][C:18](=O)[CH2:17][CH2:16]1)([O:10][C:11]([CH3:14])([CH3:13])[CH3:12])=[O:9].[C-:22]#[N:23].C([Al+]CC)C.C1(C)C=CC=CC=1.C(=O)(O)[O-].[Na+].